From a dataset of Forward reaction prediction with 1.9M reactions from USPTO patents (1976-2016). Predict the product of the given reaction. (1) Given the reactants C([O:3][C:4]([C:6]1[N:7]([C:22]2[CH:27]=[CH:26][C:25]([O:28][CH:29]([CH3:31])[CH3:30])=[CH:24][CH:23]=2)[C:8]2[C:13]([C:14]=1[Cl:15])=[CH:12][C:11]([N:16]1[CH2:21][CH2:20][CH2:19][CH2:18][CH2:17]1)=[CH:10][CH:9]=2)=[O:5])C.[OH-].[Na+].O.Cl, predict the reaction product. The product is: [Cl:15][C:14]1[C:13]2[C:8](=[CH:9][CH:10]=[C:11]([N:16]3[CH2:21][CH2:20][CH2:19][CH2:18][CH2:17]3)[CH:12]=2)[N:7]([C:22]2[CH:27]=[CH:26][C:25]([O:28][CH:29]([CH3:31])[CH3:30])=[CH:24][CH:23]=2)[C:6]=1[C:4]([OH:5])=[O:3]. (2) The product is: [F:49][C:50]([F:55])([F:54])[C:51]([OH:53])=[O:52].[OH:44][CH2:43][C@@H:20]([NH:8][CH2:9][C@H:10]([OH:19])[CH2:11][O:12][C:13]1[CH:14]=[CH:15][CH:16]=[CH:17][CH:18]=1)[CH2:21][C:22]1[CH:27]=[CH:26][C:25]([NH:28][C:29]([NH:31][C:32]2[CH:42]=[CH:41][CH:40]=[CH:39][C:33]=2[C:34]([O:36][CH2:37][CH3:38])=[O:35])=[O:30])=[CH:24][CH:23]=1. Given the reactants C(OC([N:8]([C@H:20]([CH2:43][O:44][Si](C)(C)C)[CH2:21][C:22]1[CH:27]=[CH:26][C:25]([NH:28][C:29]([NH:31][C:32]2[CH:42]=[CH:41][CH:40]=[CH:39][C:33]=2[C:34]([O:36][CH2:37][CH3:38])=[O:35])=[O:30])=[CH:24][CH:23]=1)[CH2:9][C@H:10]([OH:19])[CH2:11][O:12][C:13]1[CH:18]=[CH:17][CH:16]=[CH:15][CH:14]=1)=O)(C)(C)C.[F:49][C:50]([F:55])([F:54])[C:51]([OH:53])=[O:52], predict the reaction product. (3) Given the reactants [CH3:1][C:2]1([C:7]2[O:11][C:10]([CH2:12][N:13]3[N:17]=[C:16]([NH2:18])[CH:15]=[N:14]3)=[CH:9][CH:8]=2)[O:6]CCO1.[CH3:19][O:20][C:21]1[CH:22]=[C:23]([C:27]2[O:31][CH:30]=[N:29][C:28]=2[C:32](O)=[O:33])[CH:24]=[CH:25][CH:26]=1, predict the reaction product. The product is: [C:2]([C:7]1[O:11][C:10]([CH2:12][N:13]2[N:17]=[C:16]([NH:18][C:32]([C:28]3[N:29]=[CH:30][O:31][C:27]=3[C:23]3[CH:24]=[CH:25][CH:26]=[C:21]([O:20][CH3:19])[CH:22]=3)=[O:33])[CH:15]=[N:14]2)=[CH:9][CH:8]=1)(=[O:6])[CH3:1]. (4) Given the reactants [C:1]([O:5][C:6](=[O:30])[N:7]([C:17]1[N:22]2[N:23]=[CH:24][CH:25]=[C:21]2[N:20]=[C:19](Cl)[C:18]=1[CH2:27][CH2:28][OH:29])[C:8]1[CH:13]=[CH:12][C:11]([O:14][CH2:15][CH3:16])=[CH:10][CH:9]=1)([CH3:4])([CH3:3])[CH3:2].[NH2:31][C@H:32]1[CH2:37][CH2:36][CH2:35][N:34]([C:38]([O:40][C:41]([CH3:44])([CH3:43])[CH3:42])=[O:39])[CH2:33]1.Cl, predict the reaction product. The product is: [C:1]([O:5][C:6]([N:7]([C:8]1[CH:13]=[CH:12][C:11]([O:14][CH2:15][CH3:16])=[CH:10][CH:9]=1)[C:17]1[N:22]2[N:23]=[CH:24][CH:25]=[C:21]2[N:20]=[C:19]([NH:31][C@H:32]2[CH2:37][CH2:36][CH2:35][N:34]([C:38]([O:40][C:41]([CH3:44])([CH3:43])[CH3:42])=[O:39])[CH2:33]2)[C:18]=1[CH2:27][CH2:28][OH:29])=[O:30])([CH3:4])([CH3:3])[CH3:2].